This data is from Full USPTO retrosynthesis dataset with 1.9M reactions from patents (1976-2016). The task is: Predict the reactants needed to synthesize the given product. (1) The reactants are: S(Cl)([Cl:3])=O.[OH:5][CH:6]([CH2:13][CH2:14][O:15][CH3:16])[CH2:7][NH:8][CH2:9][C:10]([OH:12])=[O:11].[CH3:17]O. Given the product [ClH:3].[OH:5][CH:6]([CH2:13][CH2:14][O:15][CH3:16])[CH2:7][NH:8][CH2:9][C:10]([O:12][CH3:17])=[O:11], predict the reactants needed to synthesize it. (2) The reactants are: [F:1][C:2]1[CH:7]=[CH:6][C:5]([N:8]2[C:13]3[CH:14]=[CH:15][C:16]([N:18](S(C)(=O)=O)[S:19]([CH3:22])(=[O:21])=[O:20])=[CH:17][C:12]=3[O:11][C:10]([CH3:28])([CH3:27])[C:9]2=[O:29])=[CH:4][CH:3]=1.[OH-].[Na+].CC1(C)C(=O)NC2C=CC(N(S(C)(=O)=O)S(C)(=O)=O)=CC=2O1.Cl.CS(C)=O.O. Given the product [F:1][C:2]1[CH:3]=[CH:4][C:5]([N:8]2[C:13]3[CH:14]=[CH:15][C:16]([NH:18][S:19]([CH3:22])(=[O:20])=[O:21])=[CH:17][C:12]=3[O:11][C:10]([CH3:27])([CH3:28])[C:9]2=[O:29])=[CH:6][CH:7]=1, predict the reactants needed to synthesize it. (3) The reactants are: [N:1]1[CH:6]=[CH:5][CH:4]=[C:3]([NH:7][C:8]([C:10]2[C:18]3[C:17]4[CH:19]=[CH:20][CH:21]=[CH:22][C:16]=4[O:15][C:14]=3[C:13]([O:23][CH:24]([F:26])F)=[CH:12][CH:11]=2)=[O:9])[CH:2]=1.ClC1C=CC=C(C(OO)=[O:35])C=1. Given the product [N:1]1[CH:6]=[CH:5][CH:4]=[C:3]([NH+:7]([O-:35])[C:8]([C:10]2[C:18]3[C:17]4[CH:19]=[CH:20][CH:21]=[CH:22][C:16]=4[O:15][C:14]=3[C:13]([O:23][CH2:24][F:26])=[CH:12][CH:11]=2)=[O:9])[CH:2]=1, predict the reactants needed to synthesize it. (4) Given the product [NH2:16][C:4]1[CH:3]=[C:2]([Cl:1])[CH:15]=[CH:14][C:5]=1[O:6][C:7]1[CH:8]=[CH:9][C:10]([OH:13])=[CH:11][CH:12]=1, predict the reactants needed to synthesize it. The reactants are: [Cl:1][C:2]1[CH:15]=[CH:14][C:5]([O:6][C:7]2[CH:12]=[CH:11][C:10]([OH:13])=[CH:9][CH:8]=2)=[C:4]([N+:16]([O-])=O)[CH:3]=1.Cl[Sn]Cl. (5) Given the product [CH3:1][C:2]1[CH:10]=[CH:9][CH:8]=[C:7]2[C:3]=1[C:4](=[CH:22][C:21]1[NH:20][CH:19]=[C:18]3[C:13](=[O:12])[O:14][CH2:15][CH2:16][C:17]=13)[C:5](=[O:11])[NH:6]2, predict the reactants needed to synthesize it. The reactants are: [CH3:1][C:2]1[CH:10]=[CH:9][CH:8]=[C:7]2[C:3]=1[CH2:4][C:5](=[O:11])[NH:6]2.[O:12]=[C:13]1[C:18]2=[CH:19][NH:20][C:21]([CH:22]=O)=[C:17]2[CH2:16][CH2:15][O:14]1. (6) Given the product [C:15]1([NH:14][C:11](=[O:13])[CH2:10][CH2:9][CH2:8][CH2:7][CH2:6][NH:5][S:2]([CH3:1])(=[O:3])=[O:4])[CH:20]=[CH:19][CH:18]=[CH:17][CH:16]=1, predict the reactants needed to synthesize it. The reactants are: [CH3:1][S:2]([NH:5][CH2:6][CH2:7][CH2:8][CH2:9][CH2:10][C:11]([OH:13])=O)(=[O:4])=[O:3].[NH2:14][C:15]1[CH:20]=[CH:19][CH:18]=[CH:17][CH:16]=1.C(Cl)CCl. (7) Given the product [NH:47]1[C:34]([CH2:33][CH2:32][C:30]2[N:31]=[C:27]([NH:26][C:23]3[C:22]([O:36][C:37]4[CH:42]=[CH:41][CH:40]=[CH:39][CH:38]=4)=[CH:21][C:20]([Br:19])=[CH:25][N:24]=3)[S:28][CH:29]=2)=[N:35][N:49]=[N:48]1, predict the reactants needed to synthesize it. The reactants are: CCCC[N+](CCCC)(CCCC)CCCC.[F-].[Br:19][C:20]1[CH:21]=[C:22]([O:36][C:37]2[CH:42]=[CH:41][CH:40]=[CH:39][CH:38]=2)[C:23]([NH:26][C:27]2[S:28][CH:29]=[C:30]([CH2:32][CH2:33][C:34]#[N:35])[N:31]=2)=[N:24][CH:25]=1.[Si]([N:47]=[N+:48]=[N-:49])(C)(C)C.